From a dataset of Catalyst prediction with 721,799 reactions and 888 catalyst types from USPTO. Predict which catalyst facilitates the given reaction. Reactant: C(=O)([O-])[O-].[K+].[K+].[CH3:7][N:8]=[C:9]=[O:10].[CH2:11]([C:13]1[C:14]([O:19][C:20]2[CH:25]=[CH:24][C:23]([C:26]([F:29])([F:28])[F:27])=[CH:22][C:21]=2[N+:30]([O-:32])=[O:31])=[N:15][NH:16][C:17]=1[CH3:18])[CH3:12].Cl. Product: [CH3:7][NH:8][C:9]([N:16]1[C:17]([CH3:18])=[C:13]([CH2:11][CH3:12])[C:14]([O:19][C:20]2[CH:25]=[CH:24][C:23]([C:26]([F:29])([F:28])[F:27])=[CH:22][C:21]=2[N+:30]([O-:32])=[O:31])=[N:15]1)=[O:10]. The catalyst class is: 13.